Task: Regression. Given two drug SMILES strings and cell line genomic features, predict the synergy score measuring deviation from expected non-interaction effect.. Dataset: NCI-60 drug combinations with 297,098 pairs across 59 cell lines Drug 1: C1=CC(=CC=C1CCCC(=O)O)N(CCCl)CCCl. Synergy scores: CSS=16.3, Synergy_ZIP=-6.08, Synergy_Bliss=-5.70, Synergy_Loewe=-8.45, Synergy_HSA=-6.63. Drug 2: C(CCl)NC(=O)N(CCCl)N=O. Cell line: A498.